The task is: Predict the product of the given reaction.. This data is from Forward reaction prediction with 1.9M reactions from USPTO patents (1976-2016). (1) Given the reactants Br[CH2:2][CH2:3][CH2:4][CH2:5][N:6]1[C:10](=[O:11])[C:9]2=[CH:12][CH:13]=[CH:14][CH:15]=[C:8]2[C:7]1=[O:16].[CH2:17]([O:19][P:20]([O:24]CC)[O:21][CH2:22][CH3:23])[CH3:18].CO, predict the reaction product. The product is: [O:16]=[C:7]1[C:8]2[C:9](=[CH:12][CH:13]=[CH:14][CH:15]=2)[C:10](=[O:11])[N:6]1[CH2:5][CH2:4][CH2:3][CH2:2][P:20](=[O:24])([O:21][CH2:22][CH3:23])[O:19][CH2:17][CH3:18]. (2) Given the reactants [NH2:1][C@H:2]([C:10]([OH:12])=[O:11])[CH2:3][C:4]1[CH:9]=[CH:8][CH:7]=[CH:6][CH:5]=1.[C:13]([O:18]C(=O)CCC)(=O)[CH2:14][CH2:15][CH3:16], predict the reaction product. The product is: [C:13]([NH2:1])(=[O:18])[CH2:14][CH2:15][CH3:16].[NH2:1][C@H:2]([C:10]([OH:12])=[O:11])[CH2:3][C:4]1[CH:9]=[CH:8][CH:7]=[CH:6][CH:5]=1. (3) Given the reactants [CH3:1][C:2]1[N:3]=[CH:4][S:5][CH:6]=1.C([Li])CCC.[O:12]1[CH2:17][CH2:16][C:15](=[O:18])[CH2:14][CH2:13]1.CC(C)=O.CCCCCC, predict the reaction product. The product is: [CH3:1][C:2]1[N:3]=[C:4]([C:15]2([OH:18])[CH2:16][CH2:17][O:12][CH2:13][CH2:14]2)[S:5][CH:6]=1. (4) Given the reactants [Cl:1][CH2:2][C:3](Cl)=[O:4].[NH2:6][C:7]1[CH:12]=[CH:11][CH:10]=[CH:9][N:8]=1.N1C=CC=CC=1.O, predict the reaction product. The product is: [Cl:1][CH2:2][C:3]([NH:6][C:7]1[CH:12]=[CH:11][CH:10]=[CH:9][N:8]=1)=[O:4]. (5) The product is: [CH3:23][Si:24]([CH3:52])([CH3:51])[C:25]1[CH:26]=[C:27]([C:28]([NH:30][C:31]2[CH:36]=[CH:35][C:34]([CH2:37][CH2:38][C:39]([OH:41])=[O:40])=[CH:33][CH:32]=2)=[S:10])[CH:44]=[C:45]([Si:47]([CH3:50])([CH3:49])[CH3:48])[CH:46]=1. Given the reactants COC1C=CC(P2(SP(C3C=CC(OC)=CC=3)(=S)S2)=[S:10])=CC=1.[CH3:23][Si:24]([CH3:52])([CH3:51])[C:25]1[CH:26]=[C:27]([CH:44]=[C:45]([Si:47]([CH3:50])([CH3:49])[CH3:48])[CH:46]=1)[C:28]([NH:30][C:31]1[CH:36]=[CH:35][C:34]([CH2:37][CH2:38][C:39]([O:41]CC)=[O:40])=[CH:33][CH:32]=1)=O, predict the reaction product.